This data is from Catalyst prediction with 721,799 reactions and 888 catalyst types from USPTO. The task is: Predict which catalyst facilitates the given reaction. (1) The catalyst class is: 45. Product: [F:1][CH:2]([F:18])[CH2:3][O:4][C:5]1[CH:13]=[C:12]([NH2:14])[C:11]([NH2:15])=[CH:10][C:6]=1[C:7]([OH:9])=[O:8]. Reactant: [F:1][CH:2]([F:18])[CH2:3][O:4][C:5]1[CH:13]=[C:12]([NH2:14])[C:11]([N+:15]([O-])=O)=[CH:10][C:6]=1[C:7]([OH:9])=[O:8]. (2) Reactant: [CH3:1][C:2]([C:7]1[CH:12]=[CH:11][CH:10]=[CH:9][CH:8]=1)([CH3:6])[C:3](Cl)=[O:4].C(Cl)(=O)C(Cl)=O.[OH:19]/[N:20]=[C:21](/[C:23]1[CH:31]=[CH:30][C:26]2[O:27][CH2:28][O:29][C:25]=2[CH:24]=1)\[NH2:22].C(N(CC)CC)C. Product: [CH3:1][C:2]([C:7]1[CH:12]=[CH:11][CH:10]=[CH:9][CH:8]=1)([CH3:6])[C:3]([O:19]/[N:20]=[C:21](/[C:23]1[CH:31]=[CH:30][C:26]2[O:27][CH2:28][O:29][C:25]=2[CH:24]=1)\[NH2:22])=[O:4]. The catalyst class is: 1. (3) Reactant: [F:1][C:2]1[CH:3]=[CH:4][CH:5]=[C:6]2[C:10]=1[NH:9][C:8](=O)[C:7]2([CH3:13])[CH3:12].COCCO[AlH2-]OCCOC.[Na+].[OH-].[Na+].O. Product: [F:1][C:2]1[CH:3]=[CH:4][CH:5]=[C:6]2[C:10]=1[NH:9][CH2:8][C:7]2([CH3:13])[CH3:12]. The catalyst class is: 11. (4) Reactant: C(OC([N:8]=[S:9]([CH2:12][C:13]([O:15][CH2:16][CH3:17])=[O:14])([CH3:11])=[O:10])=O)(C)(C)C.FC(F)(F)C(O)=O. Product: [CH2:16]([O:15][C:13](=[O:14])[CH2:12][S:9]([CH3:11])(=[NH:8])=[O:10])[CH3:17]. The catalyst class is: 4. (5) Reactant: [N:1]([C@@H:4]([C@H:26]([C:34]1[CH:39]=[C:38]([F:40])[CH:37]=[C:36]([F:41])[CH:35]=1)[C:27]1[CH:32]=[CH:31][C:30]([F:33])=[CH:29][CH:28]=1)[C:5]([NH:7][C:8]1[CH:9]=[N:10][CH:11]=[C:12]([F:25])[C:13]=1[CH2:14][CH2:15][CH:16]1[CH2:18][N@@:17]1[S:19]([CH:22]1[CH2:24][CH2:23]1)(=[O:21])=[O:20])=[O:6])=[N+:2]=[N-:3].[NH2:42][CH2:43][C@@H:44]([OH:46])[CH3:45]. Product: [N:1]([C@@H:4]([C@H:26]([C:34]1[CH:35]=[C:36]([F:41])[CH:37]=[C:38]([F:40])[CH:39]=1)[C:27]1[CH:32]=[CH:31][C:30]([F:33])=[CH:29][CH:28]=1)[C:5]([NH:7][C:8]1[CH:9]=[N:10][CH:11]=[C:12]([F:25])[C:13]=1[CH2:14][CH2:15][C@H:16]([NH:17][S:19]([CH:22]1[CH2:24][CH2:23]1)(=[O:20])=[O:21])[CH2:18][NH:42][CH2:43][C@@H:44]([OH:46])[CH3:45])=[O:6])=[N+:2]=[N-:3]. The catalyst class is: 325. (6) Reactant: [F:1][C:2]1[CH:10]=[CH:9][C:8]([O:11][C:12]([F:15])([F:14])[F:13])=[CH:7][C:3]=1/[CH:4]=[N:5]/O.C(N(CC)CC)C.FC(F)(F)C(OC(=O)C(F)(F)F)=O. Product: [F:1][C:2]1[CH:10]=[CH:9][C:8]([O:11][C:12]([F:13])([F:14])[F:15])=[CH:7][C:3]=1[C:4]#[N:5]. The catalyst class is: 1. (7) Reactant: [CH2:1]([N:5]1[C:13]2[C:12](=[O:14])[N:11]([CH3:15])[C:10]([O:16][C:17]3[CH:22]=[CH:21][CH:20]=[CH:19][C:18]=3[C:23](=[O:25])[NH2:24])=[N:9][C:8]=2[N:7]=[C:6]1[N:26]1[CH2:31][CH2:30][N:29](C(OC(C)(C)C)=O)[CH2:28][CH2:27]1)[C:2]#[C:3][CH3:4].[OH-].[Na+]. Product: [CH2:1]([N:5]1[C:13]2[C:12](=[O:14])[N:11]([CH3:15])[C:10]([O:16][C:17]3[CH:22]=[CH:21][CH:20]=[CH:19][C:18]=3[C:23]([NH2:24])=[O:25])=[N:9][C:8]=2[N:7]=[C:6]1[N:26]1[CH2:31][CH2:30][NH:29][CH2:28][CH2:27]1)[C:2]#[C:3][CH3:4]. The catalyst class is: 55. (8) Reactant: [CH:1]1[C:18]2[C:5](=[C:6]3[C:15](=[CH:16][CH:17]=2)[C:14]2[C:9](=[CH:10][CH:11]=[CH:12][CH:13]=2)[S:8](=[O:20])(=[O:19])[NH:7]3)[N:4]=[CH:3][CH:2]=1.[H-].[Na+].[CH3:23]I. Product: [CH3:23][N:7]1[S:8](=[O:19])(=[O:20])[C:9]2[C:14](=[CH:13][CH:12]=[CH:11][CH:10]=2)[C:15]2[C:6]1=[C:5]1[C:18](=[CH:17][CH:16]=2)[CH:1]=[CH:2][CH:3]=[N:4]1. The catalyst class is: 1.